Dataset: Reaction yield outcomes from USPTO patents with 853,638 reactions. Task: Predict the reaction yield, written as a fraction of the theoretical maximum amount of product (1.0 means a 100% yield; for example, 0.34 means a 34% yield). The reactants are C([Zn][CH2:4][CH3:5])C.FC(F)(F)C(O)=O.ICI.[C:16]12([CH2:26][O:27][C:28]3[C:40](/[CH:41]=[CH:42]/C)=[CH:39][C:31]([C:32]([O:34]C(C)(C)C)=[O:33])=[C:30]([F:44])[CH:29]=3)[CH2:25][CH:20]3[CH2:21][CH:22]([CH2:24][CH:18]([CH2:19]3)[CH2:17]1)[CH2:23]2.Cl. The catalyst is ClCCl. The product is [C:16]12([CH2:26][O:27][C:28]3[C:40]([C@@H:41]4[CH2:42][C@H:4]4[CH3:5])=[CH:39][C:31]([C:32]([OH:34])=[O:33])=[C:30]([F:44])[CH:29]=3)[CH2:23][CH:22]3[CH2:21][CH:20]([CH2:19][CH:18]([CH2:24]3)[CH2:17]1)[CH2:25]2. The yield is 0.110.